From a dataset of Merck oncology drug combination screen with 23,052 pairs across 39 cell lines. Regression. Given two drug SMILES strings and cell line genomic features, predict the synergy score measuring deviation from expected non-interaction effect. Drug 1: NC1(c2ccc(-c3nc4ccn5c(=O)[nH]nc5c4cc3-c3ccccc3)cc2)CCC1. Drug 2: Cn1cc(-c2cnn3c(N)c(Br)c(C4CCCNC4)nc23)cn1. Cell line: SKMES1. Synergy scores: synergy=20.4.